This data is from hERG Central: cardiac toxicity at 1µM, 10µM, and general inhibition. The task is: Predict hERG channel inhibition at various concentrations. (1) The molecule is COc1ccc(N2CCN(C(=O)c3cc4c(=O)n(Cc5ccccc5)ccc4nc3C)CC2)cc1. Results: hERG_inhib (hERG inhibition (general)): blocker. (2) The drug is CCCCN(CCCC)CCNC(=O)CN1C(=O)COc2ccc(S(=O)(=O)N3CCC(C)CC3)cc21. Results: hERG_inhib (hERG inhibition (general)): blocker. (3) The compound is OCCC1CN(Cc2cccn2-c2nccs2)CCN1Cc1ccc(F)c(F)c1. Results: hERG_inhib (hERG inhibition (general)): blocker. (4) Results: hERG_inhib (hERG inhibition (general)): blocker. The drug is CSc1cccc(NC(=S)N(CCCN2CCN(C)CC2)Cc2cccs2)c1. (5) The compound is O=C(OCC1OC(n2ccc(=O)[nH]c2=O)C(O)C1OC(=O)c1ccccc1)c1ccccc1. Results: hERG_inhib (hERG inhibition (general)): blocker. (6) The compound is COc1cccc(C(=O)NC(=S)Nc2ccc3[nH]c(=O)[nH]c3c2)c1. Results: hERG_inhib (hERG inhibition (general)): blocker. (7) The molecule is Cc1cc(C)cc(NC(=O)CCCCCN2C(=O)[C@@H]3Cc4ccccc4CN3C2=O)c1. Results: hERG_inhib (hERG inhibition (general)): blocker. (8) The molecule is Cc1ccc(C(OCC(O)CNCc2ccc(F)cc2)c2ccccc2)cc1.O=C(O)C(=O)O. Results: hERG_inhib (hERG inhibition (general)): blocker. (9) The molecule is CC(C)=CCN1CCC(n2nccc2NC(=O)c2ccccc2Cl)CC1. Results: hERG_inhib (hERG inhibition (general)): blocker.